The task is: Predict the reaction yield, written as a fraction of the theoretical maximum amount of product (1.0 means a 100% yield; for example, 0.34 means a 34% yield).. This data is from Reaction yield outcomes from USPTO patents with 853,638 reactions. (1) The reactants are Br[C:2]1[CH:3]=[CH:4][C:5]2[O:11][CH2:10][CH2:9][N:8]([C:12]([O:14][C:15]([CH3:18])([CH3:17])[CH3:16])=[O:13])[CH2:7][C:6]=2[CH:19]=1.[B:20](OC(C)C)([O:25]C(C)C)[O:21]C(C)C.C([Li])CCC. The catalyst is C1COCC1. The product is [CH3:16][C:15]([O:14][C:12]([N:8]1[CH2:7][C:6]2[CH:19]=[C:2]([B:20]([OH:25])[OH:21])[CH:3]=[CH:4][C:5]=2[O:11][CH2:10][CH2:9]1)=[O:13])([CH3:18])[CH3:17]. The yield is 0.870. (2) The yield is 0.620. No catalyst specified. The product is [CH:12]([O:15][C:16]1[CH:22]=[C:21]([CH3:23])[CH:20]=[CH:19][C:17]=1[NH:18][C:31]([NH:24][C:25]1[S:26][CH:27]=[CH:28][N:29]=1)=[O:33])([CH3:14])[CH3:13]. The reactants are FC1C=C(C)C=CC=1[N+]([O-])=O.[CH:12]([O:15][C:16]1[CH:22]=[C:21]([CH3:23])[CH:20]=[CH:19][C:17]=1[NH2:18])([CH3:14])[CH3:13].[NH2:24][C:25]1[S:26][CH:27]=[CH:28][N:29]=1.C[CH:31]([OH:33])C. (3) The reactants are [CH2:1]([O:8][NH:9][C@H:10]1[CH2:15][N:14]([C:16]([O:18][C:19]([CH3:22])([CH3:21])[CH3:20])=[O:17])[C@H:13]([C:23]([OH:25])=[O:24])[CH2:12][CH2:11]1)[C:2]1[CH:7]=[CH:6][CH:5]=[CH:4][CH:3]=1.[CH2:26](Br)[C:27]1[CH:32]=[CH:31][CH:30]=[CH:29][CH:28]=1.C(N(C(C)C)CC)(C)C. The catalyst is C(#N)C.C(OCC)(=O)C. The product is [CH2:1]([O:8][NH:9][C@H:10]1[CH2:15][N:14]([C:16]([O:18][C:19]([CH3:21])([CH3:22])[CH3:20])=[O:17])[C@H:13]([C:23]([O:25][CH2:26][C:27]2[CH:32]=[CH:31][CH:30]=[CH:29][CH:28]=2)=[O:24])[CH2:12][CH2:11]1)[C:2]1[CH:3]=[CH:4][CH:5]=[CH:6][CH:7]=1. The yield is 0.790. (4) The reactants are [CH2:1]([C:3]1[N:4]([C:28]2[CH:33]=[CH:32][C:31]([OH:34])=[CH:30][CH:29]=2)[C:5](=[O:27])[C:6]([CH2:12][C:13]2[CH:18]=[CH:17][C:16]([C:19]3[C:20]([C:25]#[N:26])=[CH:21][CH:22]=[CH:23][CH:24]=3)=[CH:15][CH:14]=2)=[C:7]([CH2:9][CH2:10][CH3:11])[N:8]=1)[CH3:2].Br[C:36]([CH3:43])([CH3:42])[C:37]([O:39][CH2:40][CH3:41])=[O:38].C(=O)([O-])[O-].[Cs+].[Cs+]. The catalyst is CN(C)C(=O)C. The product is [C:25]([C:20]1[CH:21]=[CH:22][CH:23]=[CH:24][C:19]=1[C:16]1[CH:17]=[CH:18][C:13]([CH2:12][C:6]2[C:5](=[O:27])[N:4]([C:28]3[CH:33]=[CH:32][C:31]([O:34][C:36]([CH3:43])([CH3:42])[C:37]([O:39][CH2:40][CH3:41])=[O:38])=[CH:30][CH:29]=3)[C:3]([CH2:1][CH3:2])=[N:8][C:7]=2[CH2:9][CH2:10][CH3:11])=[CH:14][CH:15]=1)#[N:26]. The yield is 0.830. (5) The reactants are [N:1]12[CH2:8][CH2:7][CH:4]([CH2:5][CH2:6]1)[CH:3]([NH:9][C:10]([C:12]1[CH:13]=[CH:14][CH:15]=[C:16]3[O:20][C:19]([C:21]4[CH:26]=[CH:25][C:24](I)=[CH:23][CH:22]=4)=[N:18][C:17]=13)=[O:11])[CH2:2]2.[NH2:28][C:29]1[CH:34]=[CH:33][CH:32]=[CH:31][CH:30]=1.C1C=CC(P(C2C(C3C(P(C4C=CC=CC=4)C4C=CC=CC=4)=CC=C4C=3C=CC=C4)=C3C(C=CC=C3)=CC=2)C2C=CC=CC=2)=CC=1.C(=O)([O-])[O-].[Cs+].[Cs+]. The catalyst is C([O-])(=O)C.[Pd+2].C([O-])(=O)C.C1(C)C=CC=CC=1. The product is [N:1]12[CH2:8][CH2:7][CH:4]([CH2:5][CH2:6]1)[CH:3]([NH:9][C:10]([C:12]1[CH:13]=[CH:14][CH:15]=[C:16]3[O:20][C:19]([C:21]4[CH:26]=[CH:25][C:24]([NH:28][C:29]5[CH:34]=[CH:33][CH:32]=[CH:31][CH:30]=5)=[CH:23][CH:22]=4)=[N:18][C:17]=13)=[O:11])[CH2:2]2. The yield is 0.840. (6) The reactants are [CH2:1]([O:3][C:4]([C:6]1[S:7][C:8]([C:14]([O:16][CH2:17][CH3:18])=[O:15])=[CH:9][C:10]=1[N+:11]([O-])=O)=[O:5])[CH3:2]. The catalyst is C(O)C.[Pd]. The product is [CH2:1]([O:3][C:4]([C:6]1[S:7][C:8]([C:14]([O:16][CH2:17][CH3:18])=[O:15])=[CH:9][C:10]=1[NH2:11])=[O:5])[CH3:2]. The yield is 0.780. (7) The reactants are [CH2:1]([C:5]1[N:6]=[C:7]([CH3:30])[N:8]([CH2:27][CH2:28][OH:29])[C:9](=[O:26])[C:10]=1[CH2:11][C:12]1[CH:17]=[CH:16][C:15]([C:18]2[C:19]([C:24]#[N:25])=[CH:20][CH:21]=[CH:22][CH:23]=2)=[CH:14][CH:13]=1)[CH2:2][CH2:3][CH3:4].FC(F)(F)S(O[Si](C(C)(C)C)(C)C)(=O)=O.[N:46]1C(C)=CC=CC=1C.[Cl-].O[NH3+].[C:57](=[O:60])([O-])[OH:58].[Na+]. The catalyst is C(OCC)(=O)C.CS(C)=O.O1CCCC1. The product is [CH2:1]([C:5]1[N:6]=[C:7]([CH3:30])[N:8]([CH2:27][CH2:28][OH:29])[C:9](=[O:26])[C:10]=1[CH2:11][C:12]1[CH:17]=[CH:16][C:15]([C:18]2[CH:23]=[CH:22][CH:21]=[CH:20][C:19]=2[C:24]2[NH:46][C:57](=[O:60])[O:58][N:25]=2)=[CH:14][CH:13]=1)[CH2:2][CH2:3][CH3:4]. The yield is 0.190.